Predict the product of the given reaction. From a dataset of Forward reaction prediction with 1.9M reactions from USPTO patents (1976-2016). (1) Given the reactants C[O:2][C:3]1[CH:8]=[CH:7][N:6]=[CH:5][CH:4]=1.Cl[C:10]([O:12][C:13]1[CH:18]=CC=C[CH:14]=1)=[O:11].[F:19][C:20]1[CH:28]=[CH:27][C:23]([CH2:24][Mg]Br)=[CH:22][CH:21]=1.[C:29](O[K])(C)(C)C, predict the reaction product. The product is: [C:13]([O:12][C:10]([N:6]1[CH:7]=[CH:8][C:3](=[O:2])[CH2:4][CH:5]1[CH2:24][C:23]1[CH:27]=[CH:28][C:20]([F:19])=[CH:21][CH:22]=1)=[O:11])([CH3:18])([CH3:29])[CH3:14]. (2) Given the reactants [Br:1][C:2]1[C:3]([CH3:23])=[C:4]([OH:22])[C:5]([CH:10]([C:13]2[CH:18]=[CH:17][C:16]([CH:19]([CH3:21])[CH3:20])=[CH:15][CH:14]=2)[CH2:11]O)=[C:6]([CH3:9])[C:7]=1[CH3:8], predict the reaction product. The product is: [Br:1][C:2]1[C:7]([CH3:8])=[C:6]([CH3:9])[C:5]2[CH:10]([C:13]3[CH:14]=[CH:15][C:16]([CH:19]([CH3:21])[CH3:20])=[CH:17][CH:18]=3)[CH2:11][O:22][C:4]=2[C:3]=1[CH3:23]. (3) Given the reactants O.[OH-].[Li+].[F:4][C:5]1[CH:10]=[C:9]([F:11])[C:8]([F:12])=[CH:7][C:6]=1[NH:13][C:14]1[O:18][C:17]([C:19]([NH:21][C:22]2[CH:38]=[CH:37][C:25]([O:26][C@H:27]3[CH2:32][CH2:31][C@H:30]([C:33]([O:35]C)=[O:34])[CH2:29][CH2:28]3)=[CH:24][CH:23]=2)=[O:20])=[N:16][N:15]=1.O.CO, predict the reaction product. The product is: [F:4][C:5]1[CH:10]=[C:9]([F:11])[C:8]([F:12])=[CH:7][C:6]=1[NH:13][C:14]1[O:18][C:17]([C:19]([NH:21][C:22]2[CH:23]=[CH:24][C:25]([O:26][C@H:27]3[CH2:28][CH2:29][C@H:30]([C:33]([OH:35])=[O:34])[CH2:31][CH2:32]3)=[CH:37][CH:38]=2)=[O:20])=[N:16][N:15]=1. (4) Given the reactants [Cl:1][C:2]1[CH:21]=[CH:20][C:5]2[N:6]([CH:11]3[CH2:19][C:13]4([CH2:16][S:15](=[O:18])(=[O:17])[CH2:14]4)[CH2:12]3)[C:7]([CH2:9]Cl)=[N:8][C:4]=2[CH:3]=1.[NH:22]1[C:26]2=[CH:27][N:28]=[CH:29][CH:30]=[C:25]2[C:24]2([CH2:32][CH2:31]2)[C:23]1=[O:33].C(=O)([O-])[O-].[Cs+].[Cs+], predict the reaction product. The product is: [Cl:1][C:2]1[CH:21]=[CH:20][C:5]2[N:6]([CH:11]3[CH2:12][C:13]4([CH2:16][S:15](=[O:18])(=[O:17])[CH2:14]4)[CH2:19]3)[C:7]([CH2:9][N:22]3[C:26]4=[CH:27][N:28]=[CH:29][CH:30]=[C:25]4[C:24]4([CH2:31][CH2:32]4)[C:23]3=[O:33])=[N:8][C:4]=2[CH:3]=1. (5) Given the reactants [CH3:1][NH:2][C:3](=[S:6])[NH:4][NH2:5].[C:7](Cl)(=O)[C:8]([CH3:11])([CH3:10])[CH3:9], predict the reaction product. The product is: [CH3:9][C:8]([C:7]1[N:2]([CH3:1])[C:3](=[S:6])[NH:4][N:5]=1)([CH3:11])[CH3:10]. (6) Given the reactants [Br:1][C:2]1[CH:3]=[C:4]([OH:9])[C:5]([OH:8])=[N:6][CH:7]=1.[H-].[Na+].[CH3:12][O:13][CH2:14]Cl.[C:16](=[O:19])([O-])[O-].[Na+].[Na+].[CH3:22]N(C=O)C, predict the reaction product. The product is: [Br:1][C:2]1[CH:3]=[C:4]([O:9][CH2:22][O:19][CH3:16])[C:5](=[O:8])[N:6]([CH2:12][O:13][CH3:14])[CH:7]=1. (7) Given the reactants [CH2:1]([O:8][C:9]([N:11]1[CH2:23][CH2:22][C:21]2[C:20]3[C:15](=[CH:16][CH:17]=[CH:18][CH:19]=3)[NH:14][C:13]=2[CH2:12]1)=[O:10])[C:2]1[CH:7]=[CH:6][CH:5]=[CH:4][CH:3]=1.[H-].[Na+].[F:26][C:27]1[CH:34]=[CH:33][C:30]([CH2:31]Br)=[CH:29][CH:28]=1.O, predict the reaction product. The product is: [CH2:1]([O:8][C:9]([N:11]1[CH2:23][CH2:22][C:21]2[C:20]3[C:15](=[CH:16][CH:17]=[CH:18][CH:19]=3)[N:14]([CH2:31][C:30]3[CH:33]=[CH:34][C:27]([F:26])=[CH:28][CH:29]=3)[C:13]=2[CH2:12]1)=[O:10])[C:2]1[CH:3]=[CH:4][CH:5]=[CH:6][CH:7]=1. (8) The product is: [ClH:41].[ClH:41].[NH2:1][C:2]1[N:7]2[N:8]=[C:9]([C:11]3[O:12][CH:13]=[CH:14][CH:15]=3)[N:10]=[C:6]2[CH:5]=[C:4]([CH2:16][NH:26][CH2:27][CH2:28][CH2:29][N:33]2[CH2:32][CH2:34][CH2:47][C:46]2=[O:45])[N:3]=1. Given the reactants [NH2:1][C:2]1[N:7]2[N:8]=[C:9]([C:11]3[O:12][CH:13]=[CH:14][CH:15]=3)[N:10]=[C:6]2[CH:5]=[C:4]([C:16]2C=CC=CC=2C=O)[N:3]=1.NC1N2N=[C:32]([C:34]3OC=CC=3)[N:33]=[C:29]2[CH:28]=[C:27](C=O)[N:26]=1.[ClH:41].C([O:45][CH2:46][CH3:47])(=O)C, predict the reaction product. (9) Given the reactants [CH2:1]([O:8][CH2:9][CH2:10][C:11](=[O:35])[CH2:12][CH:13]1[CH:22]([S:23]([C:26]2[CH:31]=[CH:30][C:29]([Cl:32])=[CH:28][CH:27]=2)(=[O:25])=[O:24])[C:21]2[C:16](=[C:17]([F:34])[CH:18]=[CH:19][C:20]=2[F:33])[O:15][CH2:14]1)[C:2]1[CH:7]=[CH:6][CH:5]=[CH:4][CH:3]=1.[CH2:36](O)[CH2:37][OH:38].C1(C)C(S(O)(=O)=O)=CC=CC=1.O, predict the reaction product. The product is: [CH2:1]([O:8][CH2:9][CH2:10][C:11]1([CH2:12][CH:13]2[CH:22]([S:23]([C:26]3[CH:27]=[CH:28][C:29]([Cl:32])=[CH:30][CH:31]=3)(=[O:25])=[O:24])[C:21]3[C:16](=[C:17]([F:34])[CH:18]=[CH:19][C:20]=3[F:33])[O:15][CH2:14]2)[O:38][CH2:37][CH2:36][O:35]1)[C:2]1[CH:3]=[CH:4][CH:5]=[CH:6][CH:7]=1.